Predict which catalyst facilitates the given reaction. From a dataset of Catalyst prediction with 721,799 reactions and 888 catalyst types from USPTO. (1) Reactant: [CH:1]1([C:4]2[NH:5][C:6]([CH:11]([O:15][CH2:16][CH3:17])[O:12]CC)=[CH:7][C:8](=[O:10])[N:9]=2)[CH2:3][CH2:2]1.[Br:18]N1C(=O)CCC1=O. Product: [Br:18][C:7]1[C:8](=[O:10])[NH:9][C:4]([CH:1]2[CH2:3][CH2:2]2)=[N:5][C:6]=1[C:11]([O:15][CH2:16][CH3:17])=[O:12]. The catalyst class is: 4. (2) Reactant: Br[C:2]1[N:7]=[C:6]([O:8]C)[C:5]([O:10]C)=[CH:4][C:3]=1[C:12]1[CH:17]=[CH:16][CH:15]=[C:14]([C:18]#[N:19])[CH:13]=1.[F:20][C:21]1[CH:26]=[CH:25][C:24](B(O)O)=[CH:23][CH:22]=1.C([O-])([O-])=O.[K+].[K+]. Product: [F:20][C:21]1[CH:26]=[CH:25][C:24]([C:2]2[NH:7][C:6](=[O:8])[C:5]([OH:10])=[CH:4][C:3]=2[C:12]2[CH:13]=[C:14]([CH:15]=[CH:16][CH:17]=2)[C:18]#[N:19])=[CH:23][CH:22]=1. The catalyst class is: 70. (3) Reactant: [CH2:1]([C:3]1[CH:8]=[CH:7][CH:6]=[C:5]([CH2:9][CH3:10])[C:4]=1[NH:11][C:12]1[CH:17]=[CH:16][C:15]([C:18]2[CH:23]=[CH:22][CH:21]=[CH:20][CH:19]=2)=[CH:14][C:13]=1[NH2:24])[CH3:2].[CH:25](=O)[C:26]1[CH:31]=[CH:30][CH:29]=[CH:28][CH:27]=1.S(=O)(O)[O-].[Na+]. Product: [CH2:9]([C:5]1[CH:6]=[CH:7][CH:8]=[C:3]([CH2:1][CH3:2])[C:4]=1[N:11]1[C:12]2[CH:17]=[CH:16][C:15]([C:18]3[CH:23]=[CH:22][CH:21]=[CH:20][CH:19]=3)=[CH:14][C:13]=2[N:24]=[C:25]1[C:26]1[CH:31]=[CH:30][CH:29]=[CH:28][CH:27]=1)[CH3:10]. The catalyst class is: 384. (4) Reactant: [C:1]([O:5][C:6]([N:8]1[C@H:12]([CH:13]=[O:14])[CH2:11][C@@H:10]([CH:15]([CH3:17])[CH3:16])[C@@H:9]1[C:18]1[CH:23]=[CH:22][C:21]([O:24][CH3:25])=[C:20]([O:26][CH2:27][CH2:28][CH2:29][O:30][CH3:31])[CH:19]=1)=[O:7])([CH3:4])([CH3:3])[CH3:2].Cl[CH2:33][C@@H:34]([CH:44]([CH3:46])[CH3:45])[CH2:35][O:36][CH2:37][C:38]1[CH:43]=[CH:42][CH:41]=[CH:40][CH:39]=1.[Mg].BrCCBr. Product: [C:1]([O:5][C:6]([N:8]1[C@H:12]([C@@H:13]([OH:14])[CH2:33][C@H:34]([CH2:35][O:36][CH2:37][C:38]2[CH:43]=[CH:42][CH:41]=[CH:40][CH:39]=2)[CH:44]([CH3:45])[CH3:46])[CH2:11][C@@H:10]([CH:15]([CH3:17])[CH3:16])[C@@H:9]1[C:18]1[CH:23]=[CH:22][C:21]([O:24][CH3:25])=[C:20]([O:26][CH2:27][CH2:28][CH2:29][O:30][CH3:31])[CH:19]=1)=[O:7])([CH3:4])([CH3:3])[CH3:2]. The catalyst class is: 7. (5) Reactant: [OH:1][CH2:2][CH2:3][CH:4]1[CH2:9][CH2:8][N:7]([C:10]([O:12][CH:13]([CH3:15])[CH3:14])=[O:11])[CH2:6][CH2:5]1.CCN(CC)CC.[CH3:23][S:24](Cl)(=[O:26])=[O:25]. Product: [CH3:23][S:24]([O:1][CH2:2][CH2:3][CH:4]1[CH2:5][CH2:6][N:7]([C:10]([O:12][CH:13]([CH3:15])[CH3:14])=[O:11])[CH2:8][CH2:9]1)(=[O:26])=[O:25]. The catalyst class is: 2. (6) Reactant: [C:1]([CH2:3][CH2:4][N:5]([CH2:24][CH2:25][C:26]#[N:27])[CH2:6][CH2:7][CH2:8][CH2:9][CH2:10][CH2:11][CH2:12][CH2:13][CH2:14][N:15]([CH2:20][CH2:21][C:22]#[N:23])[CH2:16][CH2:17][C:18]#[N:19])#[N:2].CCO.C1COCC1. Product: [NH2:23][CH2:22][CH2:21][CH2:20][N:15]([CH2:16][CH2:17][CH2:18][NH2:19])[CH2:14][CH2:13][CH2:12][CH2:11][CH2:10][CH2:9][CH2:8][CH2:7][CH2:6][N:5]([CH2:24][CH2:25][CH2:26][NH2:27])[CH2:4][CH2:3][CH2:1][NH2:2]. The catalyst class is: 801. (7) Reactant: Br[C:2]1[CH:11]=[CH:10][C:9]2[O:8][C@H:7]3[CH2:12][CH2:13][O:14][CH2:15][C@@H:6]3[C@@:5]3([CH2:19][O:18][C:17]([NH2:20])=[N:16]3)[C:4]=2[CH:3]=1.[Cl:21][C:22]1[CH:23]=[C:24](B(O)O)[CH:25]=[N:26][CH:27]=1.C([O-])([O-])=O.[Na+].[Na+]. Product: [Cl:21][C:22]1[CH:23]=[C:24]([C:2]2[CH:11]=[CH:10][C:9]3[O:8][C@H:7]4[CH2:12][CH2:13][O:14][CH2:15][C@@H:6]4[C@@:5]4([CH2:19][O:18][C:17]([NH2:20])=[N:16]4)[C:4]=3[CH:3]=2)[CH:25]=[N:26][CH:27]=1. The catalyst class is: 203.